This data is from Full USPTO retrosynthesis dataset with 1.9M reactions from patents (1976-2016). The task is: Predict the reactants needed to synthesize the given product. Given the product [NH2:51][CH2:50][CH2:49][NH:8][C:9]1[N:14]=[CH:13][C:12]([CH2:15][C:16]([NH:18][C@H:19]2[CH2:20][C:21]3[CH:33]=[CH:32][CH:31]=[C:23]([C:24]([OH:26])=[O:25])[C:22]=3[O:44][B:36]2[OH:37])=[O:17])=[CH:11][CH:10]=1, predict the reactants needed to synthesize it. The reactants are: C(OC([N:8]([CH2:49][CH2:50][NH:51]C(OC(C)(C)C)=O)[C:9]1[N:14]=[CH:13][C:12]([CH2:15][C:16]([NH:18][C@H:19]([B:36]2[O:44]C3C(C)(C4CC(C3)C4(C)C)[O:37]2)[CH2:20][C:21]2[C:22](OC)=[C:23]([CH:31]=[CH:32][CH:33]=2)[C:24]([O:26]C(C)(C)C)=[O:25])=[O:17])=[CH:11][CH:10]=1)=O)(C)(C)C.B(Cl)(Cl)Cl.